Dataset: Full USPTO retrosynthesis dataset with 1.9M reactions from patents (1976-2016). Task: Predict the reactants needed to synthesize the given product. Given the product [C:18]([C:10]1[CH:11]=[C:12]([C:13]([O:15][CH2:16][CH3:17])=[O:14])[N:8]([C:5]2[CH:6]=[CH:7][C:2]([P:75]([CH2:76][CH3:77])([CH2:73][CH3:74])=[O:78])=[CH:3][CH:4]=2)[N:9]=1)([CH3:21])([CH3:20])[CH3:19], predict the reactants needed to synthesize it. The reactants are: Br[C:2]1[CH:7]=[CH:6][C:5]([N:8]2[C:12]([C:13]([O:15][CH2:16][CH3:17])=[O:14])=[CH:11][C:10]([C:18]([CH3:21])([CH3:20])[CH3:19])=[N:9]2)=[CH:4][CH:3]=1.CC1(C)C2C(=C(P(C3C=CC=CC=3)C3C=CC=CC=3)C=CC=2)OC2C(P(C3C=CC=CC=3)C3C=CC=CC=3)=CC=CC1=2.[O-]P([O-])([O-])=O.[K+].[K+].[K+].O.[CH2:73]([PH:75](=[O:78])[CH2:76][CH3:77])[CH3:74].